This data is from Peptide-MHC class I binding affinity with 185,985 pairs from IEDB/IMGT. The task is: Regression. Given a peptide amino acid sequence and an MHC pseudo amino acid sequence, predict their binding affinity value. This is MHC class I binding data. The peptide sequence is LSNGASLTIK. The MHC is HLA-A68:01 with pseudo-sequence HLA-A68:01. The binding affinity (normalized) is 0.410.